Dataset: Reaction yield outcomes from USPTO patents with 853,638 reactions. Task: Predict the reaction yield, written as a fraction of the theoretical maximum amount of product (1.0 means a 100% yield; for example, 0.34 means a 34% yield). (1) The reactants are [F:1][C:2]([F:31])([F:30])[C:3]1[CH:4]=[C:5]([NH:13][C:14](SC)=[C:15]([S:18]([C:21]2[CH:26]=[CH:25][C:24]([Cl:27])=[CH:23][CH:22]=2)(=[O:20])=[O:19])[C:16]#[N:17])[CH:6]=[C:7]([C:9]([F:12])([F:11])[F:10])[CH:8]=1.[CH3:32][C@@H:33]([NH2:37])[CH:34]([CH3:36])[CH3:35]. No catalyst specified. The product is [F:31][C:2]([F:30])([F:1])[C:3]1[CH:4]=[C:5]([NH:13][C:14]([NH:37][C@H:33]([CH3:32])[CH:34]([CH3:36])[CH3:35])=[C:15]([S:18]([C:21]2[CH:26]=[CH:25][C:24]([Cl:27])=[CH:23][CH:22]=2)(=[O:19])=[O:20])[C:16]#[N:17])[CH:6]=[C:7]([C:9]([F:12])([F:11])[F:10])[CH:8]=1. The yield is 0.130. (2) The reactants are Br[C:2]1[CH:3]=[C:4]2[C:9](=[C:10]([O:12][CH2:13][O:14][CH2:15][CH2:16][Si:17]([CH3:20])([CH3:19])[CH3:18])[CH:11]=1)[N:8]=[CH:7][N:6]([CH2:21][O:22][CH2:23][CH2:24][Si:25]([CH3:28])([CH3:27])[CH3:26])[C:5]2=[O:29].C(C1C=C(C)C=C(C(C)(C)C)C=1O)(C)(C)C.[CH3:46][N:47]1[CH:51]=[CH:50][N:49]=[C:48]1[Sn](CCCC)(CCCC)CCCC.[F-].[K+]. The catalyst is C1C=CC([P]([Pd]([P](C2C=CC=CC=2)(C2C=CC=CC=2)C2C=CC=CC=2)([P](C2C=CC=CC=2)(C2C=CC=CC=2)C2C=CC=CC=2)[P](C2C=CC=CC=2)(C2C=CC=CC=2)C2C=CC=CC=2)(C2C=CC=CC=2)C2C=CC=CC=2)=CC=1.C1(C)C=CC=CC=1. The product is [CH3:46][N:47]1[CH:51]=[CH:50][N:49]=[C:48]1[C:2]1[CH:3]=[C:4]2[C:9](=[C:10]([O:12][CH2:13][O:14][CH2:15][CH2:16][Si:17]([CH3:20])([CH3:19])[CH3:18])[CH:11]=1)[N:8]=[CH:7][N:6]([CH2:21][O:22][CH2:23][CH2:24][Si:25]([CH3:28])([CH3:27])[CH3:26])[C:5]2=[O:29]. The yield is 0.100. (3) The product is [CH3:1][O:2][C:3]1[CH:8]=[C:7]([C:9]([F:12])([F:10])[F:11])[CH:6]=[CH:5][C:4]=1[C:13]1[C:22]2[C:17](=[CH:18][C:19]([S:23]([NH:43][C:39]3[S:38][CH:42]=[CH:41][N:40]=3)(=[O:24])=[O:25])=[CH:20][CH:21]=2)[CH:16]=[CH:15][N:14]=1. The yield is 0.750. The reactants are [CH3:1][O:2][C:3]1[CH:8]=[C:7]([C:9]([F:12])([F:11])[F:10])[CH:6]=[CH:5][C:4]=1[C:13]1[C:22]2[C:17](=[CH:18][C:19]([S:23](OC3C(F)=C(F)C(F)=C(F)C=3F)(=[O:25])=[O:24])=[CH:20][CH:21]=2)[CH:16]=[CH:15][N:14]=1.[S:38]1[CH:42]=[CH:41][N:40]=[C:39]1[NH2:43].C1COCC1.C[Si]([N-][Si](C)(C)C)(C)C.[Li+]. The catalyst is C(Cl)Cl. (4) The reactants are Cl[CH2:2][CH2:3][CH2:4][N:5]1[C:14]2[C:9](=[CH:10][C:11]([CH3:15])=[CH:12][CH:13]=2)[CH2:8][CH2:7][C:6]1=[O:16].[CH2:17]([O:20][CH:21]1[CH2:26][CH2:25][NH:24][CH2:23][CH2:22]1)[CH2:18][CH3:19].C([O-])([O-])=O.[K+].[K+]. The catalyst is CC#N. The product is [CH3:15][C:11]1[CH:10]=[C:9]2[C:14](=[CH:13][CH:12]=1)[N:5]([CH2:4][CH2:3][CH2:2][N:24]1[CH2:25][CH2:26][CH:21]([O:20][CH2:17][CH2:18][CH3:19])[CH2:22][CH2:23]1)[C:6](=[O:16])[CH2:7][CH2:8]2. The yield is 0.500. (5) The reactants are [CH:1](N(C(C)C)CC)(C)[CH3:2].[CH2:10](I)[CH3:11].[CH3:13][NH:14][C:15]([C:17]1[C:21]2[CH:22]=[C:23]([O:27][CH:28]([CH3:30])[CH3:29])[C:24]([NH2:26])=[CH:25][C:20]=2[O:19][C:18]=1[C:31]1[CH:36]=[CH:35][C:34]([F:37])=[CH:33][CH:32]=1)=[O:16]. The catalyst is C(#N)C. The product is [CH3:13][NH:14][C:15]([C:17]1[C:21]2[CH:22]=[C:23]([O:27][CH:28]([CH3:30])[CH3:29])[C:24]([NH:26][CH2:1][CH3:2])=[CH:25][C:20]=2[O:19][C:18]=1[C:31]1[CH:32]=[CH:33][C:34]([F:37])=[CH:35][CH:36]=1)=[O:16].[CH3:13][NH:14][C:15]([C:17]1[C:21]2[CH:22]=[C:23]([O:27][CH:28]([CH3:30])[CH3:29])[C:24]([N:26]([CH2:10][CH3:11])[CH2:1][CH3:2])=[CH:25][C:20]=2[O:19][C:18]=1[C:31]1[CH:32]=[CH:33][C:34]([F:37])=[CH:35][CH:36]=1)=[O:16]. The yield is 0.450. (6) The reactants are [Cl:1][C:2]1[CH:3]=[C:4]([C@@H:12]([CH2:22][CH:23]2[CH2:27][CH2:26][CH2:25][CH2:24]2)[C:13]([NH:15][C:16]2[CH:20]=[CH:19][N:18]([CH3:21])[N:17]=2)=[O:14])[CH:5]=[CH:6][C:7]=1[S:8]([CH3:11])(=[O:10])=[O:9].C(Cl)(=O)C(Cl)=O.N1C(C)=CC=CC=1C.NC1C=CN(C[C:49]([NH2:51])=[O:50])N=1. The catalyst is C(Cl)Cl. The product is [C:49]([CH2:21][N:18]1[CH:19]=[CH:20][C:16]([NH:15][C:13](=[O:14])[C@@H:12]([C:4]2[CH:5]=[CH:6][C:7]([S:8]([CH3:11])(=[O:10])=[O:9])=[C:2]([Cl:1])[CH:3]=2)[CH2:22][CH:23]2[CH2:24][CH2:25][CH2:26][CH2:27]2)=[N:17]1)(=[O:50])[NH2:51]. The yield is 0.280. (7) The reactants are [Cl:1][C:2]1[CH:7]=[CH:6][C:5]([C:8]([CH3:13])([CH3:12])[C:9](O)=[O:10])=[CH:4][CH:3]=1.S(Cl)([Cl:16])=O. The catalyst is C1(C)C=CC=CC=1.CCCCCC. The product is [Cl:1][C:2]1[CH:7]=[CH:6][C:5]([C:8]([CH3:13])([CH3:12])[C:9]([Cl:16])=[O:10])=[CH:4][CH:3]=1. The yield is 0.980. (8) The reactants are [C:1]([O:5][C:6]([N:8]1[CH2:25][CH2:24][C:11]2([C:15](=[O:16])[N:14]([C:17]3[CH:18]=[N:19][C:20](Cl)=[N:21][CH:22]=3)[CH2:13][CH2:12]2)[CH2:10][CH2:9]1)=[O:7])([CH3:4])([CH3:3])[CH3:2].Cl.[CH3:27][C@H:28]1[CH2:32][CH2:31][CH2:30][N:29]1[C@H:33]1[CH2:37][CH2:36][NH:35][CH2:34]1.C([O-])([O-])=O.[K+].[K+].C([O-])(O)=O.[Na+]. The catalyst is CS(C)=O. The product is [C:1]([O:5][C:6]([N:8]1[CH2:25][CH2:24][C:11]2([C:15](=[O:16])[N:14]([C:17]3[CH:18]=[N:19][C:20]([N:35]4[CH2:36][CH2:37][C@H:33]([N:29]5[CH2:30][CH2:31][CH2:32][C@@H:28]5[CH3:27])[CH2:34]4)=[N:21][CH:22]=3)[CH2:13][CH2:12]2)[CH2:10][CH2:9]1)=[O:7])([CH3:4])([CH3:3])[CH3:2]. The yield is 0.150. (9) The reactants are [C:1]([C:4]1[C:9](=[O:10])[C:8]([O:11][CH3:12])=[CH:7][N:6]([C:13]2[CH:18]=[CH:17][C:16]([N:19]3[CH2:24][CH2:23][O:22][CH2:21][CH2:20]3)=[C:15]([F:25])[C:14]=2[F:26])[N:5]=1)(=O)[CH3:2].[CH3:27]OC(OC)N(C)C.[C:35]1([NH:41][NH2:42])[CH:40]=[CH:39][CH:38]=[CH:37][CH:36]=1. No catalyst specified. The product is [F:26][C:14]1[C:15]([F:25])=[C:16]([N:19]2[CH2:20][CH2:21][O:22][CH2:23][CH2:24]2)[CH:17]=[CH:18][C:13]=1[N:6]1[CH:7]=[C:8]([O:11][CH3:12])[C:9](=[O:10])[C:4]([C:1]2[N:41]([C:35]3[CH:40]=[CH:39][CH:38]=[CH:37][CH:36]=3)[N:42]=[CH:27][CH:2]=2)=[N:5]1. The yield is 0.550. (10) The product is [CH2:15]([O:19][C:6]1[CH:7]=[CH:2][C:3]([CH2:8][CH2:9][C:10]([OH:12])=[O:11])=[CH:4][CH:5]=1)[CH2:16][CH3:17]. The yield is 0.980. The reactants are O[C:2]1[CH:7]=[CH:6][CH:5]=[CH:4][C:3]=1[CH2:8][CH2:9][C:10]([O:12]C)=[O:11].I[CH2:15][CH2:16][CH3:17].C([O-])([O-])=[O:19].[K+].[K+]. The catalyst is CN(C=O)C.